From a dataset of Full USPTO retrosynthesis dataset with 1.9M reactions from patents (1976-2016). Predict the reactants needed to synthesize the given product. (1) Given the product [NH2:1][C:2]1[C:7]([C:8]([O:10][C:11]([CH3:14])([CH3:13])[CH3:12])=[O:9])=[C:6]([NH2:15])[C:5]([C:8]([O:10][CH3:11])=[O:9])=[C:4]([O:17][CH2:18][CH3:19])[N:3]=1, predict the reactants needed to synthesize it. The reactants are: [NH2:1][C:2]1[C:7]([C:8]([O:10][C:11]([CH3:14])([CH3:13])[CH3:12])=[O:9])=[C:6]([NH2:15])[C:5](Br)=[C:4]([O:17][CH2:18][CH3:19])[N:3]=1. (2) Given the product [OH:10][C:7]1[CH:8]=[CH:9][C:4]([CH:1]([CH3:3])[CH3:2])=[CH:5][C:6]=1[C:11]([OH:13])=[O:12], predict the reactants needed to synthesize it. The reactants are: [CH:1]([C:4]1[CH:9]=[CH:8][C:7]([OH:10])=[CH:6][CH:5]=1)([CH3:3])[CH3:2].[C:11]([O-])([O-:13])=[O:12].[K+].[K+].Cl. (3) Given the product [CH2:26]([C:25]1[N:24]([CH2:23][C:22]2[CH:31]=[CH:32][C:19]([O:18][CH3:17])=[CH:20][CH:21]=2)[N:39]=[N:38][N:37]=1)[CH2:27][CH:28]=[CH2:29], predict the reactants needed to synthesize it. The reactants are: N(C(OC(C)(C)C)=O)=NC(OC(C)(C)C)=O.[CH3:17][O:18][C:19]1[CH:32]=[CH:31][C:22]([CH2:23][NH:24][C:25](=S)[CH2:26][CH2:27][CH:28]=[CH2:29])=[CH:21][CH:20]=1.[Si]([N:37]=[N+:38]=[N-:39])(C)(C)C.C1(P(C2C=CC=CC=2)C2C=CC=CC=2)C=CC=CC=1. (4) Given the product [Cl:15][C:6]1[N:7]=[C:8]([C:11]([F:14])([F:13])[F:12])[CH:9]=[C:10]2[CH:18]=[CH:3][NH:4][C:5]=12, predict the reactants needed to synthesize it. The reactants are: CO[C:3](=O)[NH:4][C:5]1[C:6]([Cl:15])=[N:7][C:8]([C:11]([F:14])([F:13])[F:12])=[CH:9][CH:10]=1.N1C=CC=C[CH:18]=1.ClC(OC)=O.NC1C(Cl)=NC(C(F)(F)F)=CC=1. (5) Given the product [Cl:13][C:14]1[CH:18]=[CH:17][S:16][C:15]=1[C:19]1[O:20][C:22]([N:9]2[CH2:5][CH2:6][CH2:2][CH2:3][CH2:7]2)=[N:12][N:11]=1, predict the reactants needed to synthesize it. The reactants are: Cl[C:2]1[CH:6]=[CH:5]S[C:3]=1[C:7]([NH:9]N)=O.[NH2:11][NH2:12].[Cl:13][C:14]1[CH:18]=[CH:17][S:16][C:15]=1[C:19](Cl)=[O:20].[CH2:22](Cl)Cl. (6) Given the product [OH:27][C@@H:32]1[CH2:31][O:30][N:9]([C:10]([C:11]2[CH:18]=[CH:17][CH:16]=[CH:15][C:20]=2[C:22]([O:24][CH3:23])=[O:26])=[O:19])[CH2:13]1, predict the reactants needed to synthesize it. The reactants are: C(N(CC)CC)C.O[N:9]1[C:13](=O)C2=[CH:15][CH:16]=[CH:17][CH:18]=[C:11]2[C:10]1=[O:19].[CH2:20]([C@@H:22]1[O:24][CH2:23]1)Cl.C[OH:26].[O:27]1[CH2:32][CH2:31][O:30]CC1. (7) Given the product [CH3:44][N:45]([CH3:46])[C:7]1[C:8]2[C:17]([C:18]3[CH:23]=[CH:22][CH:21]=[CH:20][CH:19]=3)=[C:16]([C:24]3[CH:29]=[CH:28][C:27]([C:30]4([NH:34][C:35](=[O:36])[O:37][C:38]([CH3:39])([CH3:41])[CH3:40])[CH2:33][CH2:32][CH2:31]4)=[CH:26][CH:25]=3)[O:15][C:9]=2[N:10]=[C:11]([S:13][CH3:14])[N:12]=1, predict the reactants needed to synthesize it. The reactants are: FC(F)(F)S(O[C:7]1[C:8]2[C:17]([C:18]3[CH:23]=[CH:22][CH:21]=[CH:20][CH:19]=3)=[C:16]([C:24]3[CH:29]=[CH:28][C:27]([C:30]4([NH:34][C:35]([O:37][C:38]([CH3:41])([CH3:40])[CH3:39])=[O:36])[CH2:33][CH2:32][CH2:31]4)=[CH:26][CH:25]=3)[O:15][C:9]=2[N:10]=[C:11]([S:13][CH3:14])[N:12]=1)(=O)=O.[CH3:44][NH:45][CH3:46].